Dataset: Forward reaction prediction with 1.9M reactions from USPTO patents (1976-2016). Task: Predict the product of the given reaction. (1) Given the reactants [F:1][C:2]([F:10])([F:9])[C:3](=O)[CH2:4][C:5](=O)[CH3:6].[NH2:11]/[C:12](/[CH3:18])=[CH:13]\[C:14]([O:16][CH3:17])=[O:15], predict the reaction product. The product is: [CH3:18][C:12]1[C:13]([C:14]([O:16][CH3:17])=[O:15])=[C:3]([C:2]([F:10])([F:9])[F:1])[CH:4]=[C:5]([CH3:6])[N:11]=1. (2) Given the reactants [CH2:1]([N:4]([C:14](OC(C)(C)C)=O)[C:5]1[CH:6]=[C:7]([CH:11]=[CH:12][CH:13]=1)[C:8]([OH:10])=[O:9])[CH:2]=[CH2:3].CN(C=O)C.C(=O)([O-])[O-].[Cs+].[Cs+].CI.O1CCO[CH2:36][CH2:35]1, predict the reaction product. The product is: [CH2:35]([O:10][C:8](=[O:9])[C:7]1[CH:11]=[CH:12][CH:13]=[C:5]([N:4]([CH2:1][CH:2]=[CH2:3])[CH3:14])[CH:6]=1)[CH3:36].